Dataset: Catalyst prediction with 721,799 reactions and 888 catalyst types from USPTO. Task: Predict which catalyst facilitates the given reaction. (1) Reactant: [C:1]1([N:7]2[CH:11]=[C:10]([C:12]3[CH2:13][CH2:14][N:15](C(OC(C)(C)C)=O)[CH2:16][CH:17]=3)[N:9]=[N:8]2)[CH:6]=[CH:5][CH:4]=[CH:3][CH:2]=1. Product: [C:1]1([N:7]2[CH:11]=[C:10]([C:12]3[CH2:13][CH2:14][NH:15][CH2:16][CH:17]=3)[N:9]=[N:8]2)[CH:2]=[CH:3][CH:4]=[CH:5][CH:6]=1. The catalyst class is: 106. (2) Reactant: [C:1]([N:8]1[CH2:13][CH2:12][NH:11][CH2:10][CH2:9]1)([O:3][C:4]([CH3:7])([CH3:6])[CH3:5])=[O:2].[CH:14]([N:17]1[C:21]([N:22]2[N:31]=[C:30]3[C:24]([CH2:25][CH2:26][O:27][C:28]4[CH:35]=[CH:34][C:33]([C:36](O)=[O:37])=[CH:32][C:29]=43)=[CH:23]2)=[N:20][CH:19]=[N:18]1)([CH3:16])[CH3:15].CCN=C=NCCCN(C)C.C1C=CC2N(O)N=NC=2C=1.C(N(CC)CC)C. Product: [C:4]([O:3][C:1]([N:8]1[CH2:9][CH2:10][N:11]([C:36]([C:33]2[CH:34]=[CH:35][C:28]3[O:27][CH2:26][CH2:25][C:24]4[C:30](=[N:31][N:22]([C:21]5[N:17]([CH:14]([CH3:15])[CH3:16])[N:18]=[CH:19][N:20]=5)[CH:23]=4)[C:29]=3[CH:32]=2)=[O:37])[CH2:12][CH2:13]1)=[O:2])([CH3:7])([CH3:6])[CH3:5]. The catalyst class is: 39.